This data is from Forward reaction prediction with 1.9M reactions from USPTO patents (1976-2016). The task is: Predict the product of the given reaction. Given the reactants [Br:1][C:2]1[CH:11]=[CH:10][C:9]2[O:8][C@@H:7]3[CH2:12][CH2:13][O:14][CH2:15][C@H:6]3[C:5]3([C:19](=[O:20])[N:18]([CH3:21])[C:17](=S)[NH:16]3)[C:4]=2[CH:3]=1.CO.C(OO)(C)(C)C.[NH4+:31].[OH-], predict the reaction product. The product is: [NH2:31][C:17]1[N:18]([CH3:21])[C:19](=[O:20])[C:5]2([N:16]=1)[C:4]1[CH:3]=[C:2]([Br:1])[CH:11]=[CH:10][C:9]=1[O:8][C@@H:7]1[CH2:12][CH2:13][O:14][CH2:15][C@@H:6]21.